Dataset: hERG potassium channel inhibition data for cardiac toxicity prediction from Karim et al.. Task: Regression/Classification. Given a drug SMILES string, predict its toxicity properties. Task type varies by dataset: regression for continuous values (e.g., LD50, hERG inhibition percentage) or binary classification for toxic/non-toxic outcomes (e.g., AMES mutagenicity, cardiotoxicity, hepatotoxicity). Dataset: herg_karim. (1) The result is 1 (blocker). The drug is CCCOCCn1c(=O)c(N2CCN(C[C@@H](C)O)CC2)nc2cnc(-c3ccc(OC)nc3)cc21. (2) The drug is O=c1c2ccncc2c(Cc2ccc(Cl)cc2)nn1C[C@@H]1CCCN1CCCCc1ccc(OCCCN2CCCCCC2)cc1. The result is 1 (blocker).